Dataset: Reaction yield outcomes from USPTO patents with 853,638 reactions. Task: Predict the reaction yield, written as a fraction of the theoretical maximum amount of product (1.0 means a 100% yield; for example, 0.34 means a 34% yield). The reactants are [NH2:1][C:2]1[O:6][C:5]([C@@H:7]2[CH2:13][CH2:12][C@@H:11]3[CH2:14][N:8]2[C:9](=[O:23])[N:10]3[O:15][CH2:16][C:17]2[CH:22]=[CH:21][CH:20]=[CH:19][CH:18]=2)=[N:4][N:3]=1.[CH3:24][C:25]([O:28][C:29](O[C:29]([O:28][C:25]([CH3:27])([CH3:26])[CH3:24])=[O:30])=[O:30])([CH3:27])[CH3:26].C(N(CC)CC)C. The yield is 0.607. The product is [CH2:16]([O:15][N:10]1[C:9](=[O:23])[N:8]2[CH2:14][C@H:11]1[CH2:12][CH2:13][C@H:7]2[C:5]1[O:6][C:2]([NH:1][C:29](=[O:30])[O:28][C:25]([CH3:27])([CH3:26])[CH3:24])=[N:3][N:4]=1)[C:17]1[CH:22]=[CH:21][CH:20]=[CH:19][CH:18]=1. The catalyst is CN(C)C1C=CN=CC=1.CN(C=O)C.